Dataset: Reaction yield outcomes from USPTO patents with 853,638 reactions. Task: Predict the reaction yield, written as a fraction of the theoretical maximum amount of product (1.0 means a 100% yield; for example, 0.34 means a 34% yield). The reactants are Br[CH2:2][CH2:3][CH:4]1[O:9][CH2:8][CH2:7][CH2:6][O:5]1.[CH:10]12[CH2:16][CH:13]([CH:14]=[CH:15]1)[CH2:12][CH:11]2[CH:17]=[O:18].[Cl-].[NH4+]. The catalyst is O1CCCC1. The product is [O:5]1[CH2:6][CH2:7][CH2:8][O:9][CH:4]1[CH2:3][CH2:2][CH:17]([CH:11]1[CH2:12][CH:13]2[CH2:16][CH:10]1[CH:15]=[CH:14]2)[OH:18]. The yield is 0.950.